From a dataset of Forward reaction prediction with 1.9M reactions from USPTO patents (1976-2016). Predict the product of the given reaction. (1) Given the reactants O[C:2]1[C:11]2[C:6](=[CH:7][CH:8]=[CH:9][CH:10]=2)[N:5]=[CH:4][C:3]=1[N+:12]([O-:14])=[O:13].O=P(Cl)(Cl)Cl.[NH2:20][CH2:21][CH2:22][CH2:23][CH2:24][OH:25].C(N(CC)CC)C, predict the reaction product. The product is: [OH:25][CH2:24][CH2:23][CH2:22][CH2:21][NH:20][C:2]1[C:11]2[C:6](=[CH:7][CH:8]=[CH:9][CH:10]=2)[N:5]=[CH:4][C:3]=1[N+:12]([O-:14])=[O:13]. (2) Given the reactants C=O.[Br:3][C:4]1[C:5]([CH3:18])=[C:6]([CH3:17])[C:7]2[O:11][C:10]([CH2:13]N)([CH3:12])[CH2:9][C:8]=2[C:15]=1[CH3:16].[C:19](O)(=O)C.[C:23]([BH3-])#[N:24].[Na+].O.C(=O)(O)[O-].[Na+], predict the reaction product. The product is: [Br:3][C:4]1[C:5]([CH3:18])=[C:6]([CH3:17])[C:7]2[O:11][C:10]([CH2:13][N:24]([CH3:23])[CH3:19])([CH3:12])[CH2:9][C:8]=2[C:15]=1[CH3:16]. (3) Given the reactants [C:1]1([CH3:17])[CH:6]=[CH:5][C:4]([C:7]2[C:15]3[C:10](=[N:11][CH:12]=[N:13][C:14]=3[NH2:16])[NH:9][N:8]=2)=[CH:3][CH:2]=1.Cl[C:19]1[N:24]=[CH:23][CH:22]=[CH:21][N:20]=1.C(=O)([O-])[O-].[K+].[K+].O, predict the reaction product. The product is: [N:20]1[CH:21]=[CH:22][CH:23]=[N:24][C:19]=1[N:9]1[C:10]2=[N:11][CH:12]=[N:13][C:14]([NH2:16])=[C:15]2[C:7]([C:4]2[CH:3]=[CH:2][C:1]([CH3:17])=[CH:6][CH:5]=2)=[N:8]1. (4) Given the reactants [Br:1][C:2]1[CH:10]=[CH:9][C:5]([C:6]([OH:8])=O)=[CH:4][CH:3]=1.C[N+:12]1(C2N=C(OC)N=C(OC)N=2)CC[O:15][CH2:14][CH2:13]1.[Cl-].CCN(C(C)C)C(C)C.OCCN, predict the reaction product. The product is: [Br:1][C:2]1[CH:3]=[CH:4][C:5]([C:6]([NH:12][CH2:13][CH2:14][OH:15])=[O:8])=[CH:9][CH:10]=1. (5) Given the reactants [F:1][C@@H:2]1[CH2:7][CH2:6][CH2:5][CH2:4][C@H:3]1[OH:8].[H-].[Na+].CS([C:15]1[N:16]=[C:17]([O:41][CH2:42][CH2:43][CH3:44])[C:18]2[N:23]=[C:22]([C:24]3[CH:38]=[C:37]([CH3:39])[C:27]([O:28][CH2:29][C:30]([O:32][C:33]([CH3:36])([CH3:35])[CH3:34])=[O:31])=[C:26]([CH3:40])[CH:25]=3)[O:21][C:19]=2[N:20]=1)(=O)=O, predict the reaction product. The product is: [F:1][C@@H:2]1[CH2:7][CH2:6][CH2:5][CH2:4][C@H:3]1[O:8][C:15]1[N:16]=[C:17]([O:41][CH2:42][CH2:43][CH3:44])[C:18]2[N:23]=[C:22]([C:24]3[CH:25]=[C:26]([CH3:40])[C:27]([O:28][CH2:29][C:30]([O:32][C:33]([CH3:34])([CH3:35])[CH3:36])=[O:31])=[C:37]([CH3:39])[CH:38]=3)[O:21][C:19]=2[N:20]=1. (6) Given the reactants [F:1][C:2]1[C:7]2[NH:8][CH:9]=[N:10][C:6]=2[CH:5]=[C:4]([C:11]([OH:13])=O)[C:3]=1[NH:14][C:15]1[CH:20]=[CH:19][C:18]([Br:21])=[CH:17][C:16]=1[CH3:22].CCN(C(C)C)C(C)C.C1CN([P+](ON2N=NC3C=[CH:53][CH:54]=[CH:55][C:50]2=3)(N2CCCC2)N2CCCC2)CC1.F[P-](F)(F)(F)(F)F.Cl.C1([N:69](C)[OH:70])CC1, predict the reaction product. The product is: [CH:54]1([CH2:53][O:70][NH:69][C:11]([C:4]2[C:3]([NH:14][C:15]3[CH:20]=[CH:19][C:18]([Br:21])=[CH:17][C:16]=3[CH3:22])=[C:2]([F:1])[C:7]3[NH:8][CH:9]=[N:10][C:6]=3[CH:5]=2)=[O:13])[CH2:55][CH2:50]1. (7) Given the reactants Br[C:2]1[CH:7]=[CH:6][CH:5]=[CH:4][C:3]=1[CH3:8].[NH:9]1[CH2:14][CH2:13][O:12][CH2:11][CH2:10]1.CC(C)([O-])C.[Na+], predict the reaction product. The product is: [CH3:8][C:3]1[CH:4]=[CH:5][CH:6]=[CH:7][C:2]=1[N:9]1[CH2:14][CH2:13][O:12][CH2:11][CH2:10]1.